This data is from Forward reaction prediction with 1.9M reactions from USPTO patents (1976-2016). The task is: Predict the product of the given reaction. (1) Given the reactants [NH2:1][C:2]1[N:3](C(OCC2C=CC=CC=2)=O)[CH:4]=[C:5]([CH2:7][CH2:8][O:9][CH3:10])[N:6]=1.[OH:21][C@H:22]([C@@H:26]([NH:34][C:35](=[O:59])[C:36]1[CH:41]=[C:40]([C:42]([NH:44][C@@H:45]([C:47]2[CH:52]=[CH:51][CH:50]=[CH:49][CH:48]=2)[CH3:46])=[O:43])[CH:39]=[C:38]([N:53]([CH3:58])[S:54]([CH3:57])(=[O:56])=[O:55])[CH:37]=1)[CH2:27][C:28]1[CH:33]=[CH:32][CH:31]=[CH:30][CH:29]=1)[C:23](O)=[O:24].C1C=CC2N(O)N=NC=2C=1.O.CCN=C=NCCCN(C)C.Cl.C([O-])=O.[NH4+], predict the reaction product. The product is: [CH2:27]([C@H:26]([NH:34][C:35](=[O:59])[C:36]1[CH:37]=[C:38]([N:53]([CH3:58])[S:54]([CH3:57])(=[O:56])=[O:55])[CH:39]=[C:40]([C:42]([NH:44][C@@H:45]([C:47]2[CH:48]=[CH:49][CH:50]=[CH:51][CH:52]=2)[CH3:46])=[O:43])[CH:41]=1)[C@@H:22]([OH:21])[C:23]([NH:1][C:2]1[NH:6][C:5]([CH2:7][CH2:8][O:9][CH3:10])=[CH:4][N:3]=1)=[O:24])[C:28]1[CH:29]=[CH:30][CH:31]=[CH:32][CH:33]=1. (2) Given the reactants [F:1][N:2]([F:26])C1(N(F)F)CN([N+]([O-])=O)CC([N+]([O-])=O)([N+]([O-])=O)CN([N+]([O-])=O)C1.[N+:27]([C:30]1([N+:63]([O-:65])=[O:64])[CH2:37][N:36]([S:38]([C:41]2[CH:46]=[CH:45][CH:44]=[CH:43][C:42]=2[N+:47]([O-:49])=[O:48])(=[O:40])=[O:39])[CH2:35][C:34](=O)[CH2:33][N:32]([S:51]([C:54]2[CH:59]=[CH:58][CH:57]=[CH:56][C:55]=2[N+:60]([O-:62])=[O:61])(=[O:53])=[O:52])[CH2:31]1)([O-:29])=[O:28].[NH:66]([F:68])[F:67], predict the reaction product. The product is: [F:1][N:2]([F:26])[C:34]1([N:66]([F:68])[F:67])[CH2:35][N:36]([S:38]([C:41]2[CH:46]=[CH:45][CH:44]=[CH:43][C:42]=2[N+:47]([O-:49])=[O:48])(=[O:40])=[O:39])[CH2:37][C:30]([N+:63]([O-:65])=[O:64])([N+:27]([O-:29])=[O:28])[CH2:31][N:32]([S:51]([C:54]2[CH:59]=[CH:58][CH:57]=[CH:56][C:55]=2[N+:60]([O-:62])=[O:61])(=[O:53])=[O:52])[CH2:33]1. (3) Given the reactants [N:1]1([CH:7]2[CH2:12][CH2:11][NH:10][CH2:9][CH2:8]2)[CH2:6][CH2:5][CH2:4][CH2:3][CH2:2]1.[CH3:13][CH:14]1[CH2:23][C:22]2[N:21]=[N:20][C:19]([C:24]3[CH:29]=[CH:28][CH:27]=[C:26]([C:30]([F:33])([F:32])[F:31])[CH:25]=3)=[CH:18][C:17]=2[CH:16]([O:34][C:35](OC2C=CC=CC=2)=[O:36])[CH2:15]1.C(OCC)(=O)C, predict the reaction product. The product is: [CH3:13][CH:14]1[CH2:23][C:22]2[N:21]=[N:20][C:19]([C:24]3[CH:29]=[CH:28][CH:27]=[C:26]([C:30]([F:33])([F:31])[F:32])[CH:25]=3)=[CH:18][C:17]=2[CH:16]([O:34][C:35]([N:10]2[CH2:11][CH2:12][CH:7]([N:1]3[CH2:6][CH2:5][CH2:4][CH2:3][CH2:2]3)[CH2:8][CH2:9]2)=[O:36])[CH2:15]1. (4) Given the reactants Cl[CH2:2][C:3](Cl)=[O:4].[NH2:6][C:7]1[CH:12]=[CH:11][CH:10]=[CH:9][C:8]=1[OH:13].C(=O)(O)[O-].[Na+], predict the reaction product. The product is: [O:13]1[CH2:2][C:3](=[O:4])[NH:6][C:7]2[CH:12]=[CH:11][CH:10]=[CH:9][C:8]1=2. (5) Given the reactants [CH3:1][NH:2][C@@H:3]([C:11]1[CH:16]=[CH:15][CH:14]=[CH:13][CH:12]=1)[CH2:4][N:5]1[CH2:9][CH2:8][C@@H:7]([OH:10])[CH2:6]1.[Cl:17][C:18]1[CH:19]=[C:20]([CH2:25][C:26]([OH:28])=O)[CH:21]=[CH:22][C:23]=1[Cl:24].C1C=CC2N(O)N=NC=2C=1.O.C(N(C(C)C)CC)(C)C.CCN=C=NCCCN(C)C.Cl, predict the reaction product. The product is: [Cl:17][C:18]1[CH:19]=[C:20]([CH2:25][C:26]([N:2]([C@@H:3]([C:11]2[CH:16]=[CH:15][CH:14]=[CH:13][CH:12]=2)[CH2:4][N:5]2[CH2:9][CH2:8][C@@H:7]([OH:10])[CH2:6]2)[CH3:1])=[O:28])[CH:21]=[CH:22][C:23]=1[Cl:24]. (6) The product is: [ClH:32].[C@H:12]12[CH2:14][C@H:9]([NH:8][CH2:13]1)[CH2:10][N:11]2[CH2:15][C:16]1[CH:17]=[CH:18][C:19]([O:22][C:23]2[S:24][C:25]3[CH:31]=[CH:30][CH:29]=[CH:28][C:26]=3[N:27]=2)=[CH:20][CH:21]=1. Given the reactants C(OC([N:8]1[CH2:13][C@@H:12]2[CH2:14][C@H:9]1[CH2:10][N:11]2[CH2:15][C:16]1[CH:21]=[CH:20][C:19]([O:22][C:23]2[S:24][C:25]3[CH:31]=[CH:30][CH:29]=[CH:28][C:26]=3[N:27]=2)=[CH:18][CH:17]=1)=O)(C)(C)C.[ClH:32], predict the reaction product.